Task: Predict which catalyst facilitates the given reaction.. Dataset: Catalyst prediction with 721,799 reactions and 888 catalyst types from USPTO (1) Reactant: [O-]S(C(F)(F)F)(=O)=O.[NH2:9][CH2:10][CH2:11][CH2:12][C@@H:13]([NH:16][C:17](=[O:39])[CH2:18][C@H:19]([O:31][CH2:32][C:33]1[CH:38]=[CH:37][CH:36]=[CH:35][CH:34]=1)[CH2:20][CH2:21][CH2:22][CH2:23][CH2:24][CH2:25][CH2:26][CH2:27][CH2:28][CH2:29][CH3:30])[CH2:14][OH:15]. Product: [CH2:32]([O:31][C@H:19]([CH2:20][CH2:21][CH2:22][CH2:23][CH2:24][CH2:25][CH2:26][CH2:27][CH2:28][CH2:29][CH3:30])[CH2:18][C:17]([NH:16][C@H:13]([CH2:12][CH2:11][CH2:10][NH:9][CH2:23][CH2:22][CH2:21][CH2:20][CH2:19][CH:18]=[CH2:17])[CH2:14][OH:15])=[O:39])[C:33]1[CH:38]=[CH:37][CH:36]=[CH:35][CH:34]=1. The catalyst class is: 2. (2) Reactant: [F:1][C:2]1[CH:15]=[CH:14][C:5]([C:6]([CH:8]2[CH2:13][CH2:12][NH:11][CH2:10][CH2:9]2)=[O:7])=[CH:4][CH:3]=1.[CH2:16]1[O:24][CH:17]1[C:18]1[CH:23]=[CH:22][CH:21]=[CH:20][CH:19]=1.[C:25]([N:32]1C=CN=C1)(N1C=CN=C1)=[O:26].[OH-].[NH4+]. Product: [F:1][C:2]1[CH:3]=[CH:4][C:5]([C:6]([CH:8]2[CH2:13][CH2:12][N:11]([CH2:16][CH:17]([O:24][C:25](=[O:26])[NH2:32])[C:18]3[CH:23]=[CH:22][CH:21]=[CH:20][CH:19]=3)[CH2:10][CH2:9]2)=[O:7])=[CH:14][CH:15]=1. The catalyst class is: 252. (3) Reactant: [CH3:1][O:2][CH2:3][CH2:4][CH2:5][CH2:6][N:7]1[C:11]2[CH:12]=[CH:13][CH:14]=[CH:15][C:10]=2[N:9]=[C:8]1[C:16]([N:18]([CH2:36][CH:37]([CH3:39])[CH3:38])[C@@H:19]1[CH2:24][N:23]([C:25]([O:27][C:28]([CH3:31])([CH3:30])[CH3:29])=[O:26])[CH2:22][C@H:21]([C:32]([O:34]C)=[O:33])[CH2:20]1)=[O:17].[OH-].[Na+]. Product: [C:28]([O:27][C:25]([N:23]1[CH2:24][C@@H:19]([N:18]([C:16]([C:8]2[N:7]([CH2:6][CH2:5][CH2:4][CH2:3][O:2][CH3:1])[C:11]3[CH:12]=[CH:13][CH:14]=[CH:15][C:10]=3[N:9]=2)=[O:17])[CH2:36][CH:37]([CH3:38])[CH3:39])[CH2:20][C@@H:21]([C:32]([OH:34])=[O:33])[CH2:22]1)=[O:26])([CH3:30])([CH3:31])[CH3:29]. The catalyst class is: 5. (4) Reactant: [CH2:1]([C:7]1[CH:12]=[C:11]([CH2:13][CH2:14][CH2:15][CH2:16][CH2:17][CH3:18])[N:10]=[C:9]([OH:19])[N:8]=1)[CH2:2][CH2:3][CH2:4][CH2:5][CH3:6].[Br:20]N1C(=O)CCC1=O. Product: [Br:20][C:12]1[C:7]([CH2:1][CH2:2][CH2:3][CH2:4][CH2:5][CH3:6])=[N:8][C:9]([OH:19])=[N:10][C:11]=1[CH2:13][CH2:14][CH2:15][CH2:16][CH2:17][CH3:18]. The catalyst class is: 9. (5) Reactant: C(OC[N:10]1[C:18]2[C:17]([NH2:19])=[N:16][CH:15]=[N:14][C:13]=2[C:12]([CH2:20][NH:21][CH2:22][CH:23]2[CH2:28][O:27]C(C)(C)[O:25][CH:24]2[CH2:31][S:32][CH3:33])=[CH:11]1)C1C=CC=CC=1.C(O)(C(F)(F)F)=O.O.O.NN. Product: [NH2:19][C:17]1[C:18]2[NH:10][CH:11]=[C:12]([CH2:20][NH:21][CH2:22][CH:23]([CH:24]([OH:25])[CH2:31][S:32][CH3:33])[CH2:28][OH:27])[C:13]=2[N:14]=[CH:15][N:16]=1. The catalyst class is: 45.